This data is from Full USPTO retrosynthesis dataset with 1.9M reactions from patents (1976-2016). The task is: Predict the reactants needed to synthesize the given product. (1) Given the product [CH:1]1([C:7]([O:9][N:11]2[C:15](=[O:16])[CH2:14][CH2:13][C:12]2=[O:17])=[O:8])[CH2:6][CH2:5][CH:4]=[CH:3][CH2:2]1, predict the reactants needed to synthesize it. The reactants are: [CH:1]1([C:7]([OH:9])=[O:8])[CH2:6][CH2:5][CH:4]=[CH:3][CH2:2]1.O[N:11]1[C:15](=[O:16])[CH2:14][CH2:13][C:12]1=[O:17].Cl.CN(CCCN=C=N)C.CCN(C(C)C)C(C)C. (2) Given the product [NH2:17][C:9]1[C:8]2[N:18]=[C:5]([CH2:4][OH:3])[N:6]([CH2:19][C:20]3[O:24][N:23]=[C:22]([C:25]4[CH:30]=[CH:29][C:28]([F:31])=[CH:27][CH:26]=4)[CH:21]=3)[C:7]=2[C:16]2[CH:15]=[CH:14][CH:13]=[CH:12][C:11]=2[N:10]=1, predict the reactants needed to synthesize it. The reactants are: C([O:3][CH2:4][C:5]1[N:6]([CH2:19][C:20]2[O:24][N:23]=[C:22]([C:25]3[CH:30]=[CH:29][C:28]([F:31])=[CH:27][CH:26]=3)[CH:21]=2)[C:7]2[C:16]3[CH:15]=[CH:14][CH:13]=[CH:12][C:11]=3[N:10]=[C:9]([NH2:17])[C:8]=2[N:18]=1)C.B(Br)(Br)Br.CO. (3) Given the product [ClH:52].[NH2:8][C@@H:9]([C:11]1[CH:20]=[CH:19][C:18]2[C:13](=[CH:14][C:15](/[CH:21]=[CH:22]/[C:23]3([C:29]([O:31][C@@H:32]([CH:49]([CH3:51])[CH3:50])[C:33]([NH:35][C@@H:36]([CH3:48])[C:37]([N:39]4[CH2:44][CH2:43][CH2:42][C@@H:41]([C:45]([OH:47])=[O:46])[NH:40]4)=[O:38])=[O:34])=[O:30])[CH2:28][CH2:27][CH2:26][CH2:25][O:24]3)=[CH:16][CH:17]=2)[N:12]=1)[CH3:10], predict the reactants needed to synthesize it. The reactants are: C(OC([NH:8][C@@H:9]([C:11]1[CH:20]=[CH:19][C:18]2[C:13](=[CH:14][C:15](/[CH:21]=[CH:22]/[C:23]3([C:29]([O:31][C@@H:32]([CH:49]([CH3:51])[CH3:50])[C:33]([NH:35][C@@H:36]([CH3:48])[C:37]([N:39]4[CH2:44][CH2:43][CH2:42][C@@H:41]([C:45]([OH:47])=[O:46])[NH:40]4)=[O:38])=[O:34])=[O:30])[CH2:28][CH2:27][CH2:26][CH2:25][O:24]3)=[CH:16][CH:17]=2)[N:12]=1)[CH3:10])=O)(C)(C)C.[ClH:52]. (4) Given the product [Cl:1][C:2]1[C:7]([NH:26][CH2:25][CH2:24][NH:23][C:17]2[CH:22]=[CH:21][CH:20]=[CH:19][CH:18]=2)=[N:6][C:5]([NH2:11])=[N:4][C:3]=1[C:12]1[O:13][CH:14]=[CH:15][CH:16]=1, predict the reactants needed to synthesize it. The reactants are: [Cl:1][C:2]1[C:3]([C:12]2[O:13][CH:14]=[CH:15][CH:16]=2)=[N:4][C:5]([NH2:11])=[N:6][C:7]=1S(C)=O.[C:17]1([NH:23][CH2:24][CH2:25][NH2:26])[CH:22]=[CH:21][CH:20]=[CH:19][CH:18]=1. (5) Given the product [OH:31][CH2:30][CH2:29][O:28]/[N:27]=[C:23](/[C:20]1[CH:21]=[CH:22][C:17]2[N:18]([C:14]([CH:12]([C:3]3[CH:4]=[C:5]4[C:9](=[CH:10][C:2]=3[F:1])[N:8]([CH3:11])[N:7]=[CH:6]4)[CH3:13])=[CH:15][N:16]=2)[N:19]=1)\[CH3:24], predict the reactants needed to synthesize it. The reactants are: [F:1][C:2]1[CH:10]=[C:9]2[C:5]([CH:6]=[N:7][N:8]2[CH3:11])=[CH:4][C:3]=1[CH:12]([C:14]1[N:18]2[N:19]=[C:20]([C:23](=O)[CH3:24])[CH:21]=[CH:22][C:17]2=[N:16][CH:15]=1)[CH3:13].Cl.[NH2:27][O:28][CH2:29][CH2:30][OH:31].C(N(CC)CC)C.